Dataset: Forward reaction prediction with 1.9M reactions from USPTO patents (1976-2016). Task: Predict the product of the given reaction. (1) Given the reactants [CH2:1]([N:5]([CH2:33][CH2:34][CH2:35][CH3:36])[C:6]([C:8]1[N:9]=[C:10]([C:13]2[CH:22]=[CH:21][C:16]([C:17]([O:19][CH3:20])=[O:18])=[CH:15][C:14]=2[C:23]([O:25][CH2:26][C:27]2[CH:32]=[CH:31][CH:30]=[CH:29][CH:28]=2)=[O:24])[NH:11][CH:12]=1)=[O:7])[CH2:2][CH2:3][CH3:4].C(=O)([O-])[O-].[Cs+].[Cs+].Br[CH2:44][CH2:45][Cl:46], predict the reaction product. The product is: [Cl:46][CH2:45][CH2:44][N:11]1[CH:12]=[C:8]([C:6](=[O:7])[N:5]([CH2:1][CH2:2][CH2:3][CH3:4])[CH2:33][CH2:34][CH2:35][CH3:36])[N:9]=[C:10]1[C:13]1[CH:22]=[CH:21][C:16]([C:17]([O:19][CH3:20])=[O:18])=[CH:15][C:14]=1[C:23]([O:25][CH2:26][C:27]1[CH:28]=[CH:29][CH:30]=[CH:31][CH:32]=1)=[O:24]. (2) Given the reactants CCN(C(C)C)C(C)C.[C:10]1([N:16]2[CH:20]=[C:19]([C:21]([OH:23])=O)[N:18]=[CH:17]2)[CH:15]=[CH:14][CH:13]=[CH:12][CH:11]=1.C1C=CC2N(O)N=NC=2C=1.CCN=C=NCCCN(C)C.Cl.[NH2:46][CH2:47][C:48]([N:50]1[CH2:55][CH2:54][CH:53]([O:56][C:57]2[CH:62]=[C:61]([F:63])[CH:60]=[CH:59][C:58]=2[F:64])[CH2:52][CH2:51]1)=[O:49], predict the reaction product. The product is: [F:64][C:58]1[CH:59]=[CH:60][C:61]([F:63])=[CH:62][C:57]=1[O:56][CH:53]1[CH2:54][CH2:55][N:50]([C:48](=[O:49])[CH2:47][NH:46][C:21]([C:19]2[N:18]=[CH:17][N:16]([C:10]3[CH:11]=[CH:12][CH:13]=[CH:14][CH:15]=3)[CH:20]=2)=[O:23])[CH2:51][CH2:52]1. (3) The product is: [CH2:37]([O:36][C:34](=[O:35])[O:22][C:7]1[C:6]2([CH2:5][CH2:4][N:3]([N:2]([CH3:1])[CH3:25])[CH2:24][CH2:23]2)[N:10]([CH3:11])[C:9](=[O:12])[C:8]=1[C:13]1[C:18]([CH3:19])=[CH:17][C:16]([CH3:20])=[CH:15][C:14]=1[CH3:21])[CH3:38]. Given the reactants [CH3:1][N:2]([CH3:25])[N:3]1[CH2:24][CH2:23][C:6]2([N:10]([CH3:11])[C:9](=[O:12])[CH:8]([C:13]3[C:18]([CH3:19])=[CH:17][C:16]([CH3:20])=[CH:15][C:14]=3[CH3:21])[C:7]2=[O:22])[CH2:5][CH2:4]1.C(N(CC)CC)C.Cl[C:34]([O:36][CH2:37][CH3:38])=[O:35].O, predict the reaction product. (4) The product is: [C:26]([OH:33])(=[O:1])[C:27]([OH:29])=[O:28].[CH:20]1[C:21]2[C:22]3[CH2:23][CH2:24][NH:11][CH2:12][CH2:13][C:14]=3[N:15]3[C:16]=2[C:17]([C:27](=[O:28])[CH2:26][CH2:25]3)=[CH:18][CH:19]=1. Given the reactants [OH-:1].[K+].C([N:11]1[CH2:24][CH2:23][C:22]2[C:21]3[CH:20]=[CH:19][CH:18]=[CH:17][C:16]=3[N:15]([CH2:25][CH2:26][C:27]([O:29]CC)=[O:28])[C:14]=2[CH2:13][CH2:12]1)(=O)C1C=CC=CC=1.Cl.[OH2:33], predict the reaction product. (5) Given the reactants [N:1]1[C:10]2[C:5](=[CH:6][C:7]([CH2:11][C:12]3[N:16]4[N:17]=[C:18]([C:21]5[CH:22]=[N:23][N:24]([CH2:26][CH2:27]O)[CH:25]=5)[CH:19]=[CH:20][C:15]4=[N:14][CH:13]=3)=[CH:8][CH:9]=2)[CH:4]=[CH:3][CH:2]=1.[CH2:29]([N:31](CC)[CH2:32][CH3:33])[CH3:30].S(Cl)(C)(=O)=O.N1CCCC1, predict the reaction product. The product is: [N:31]1([CH2:27][CH2:26][N:24]2[CH:25]=[C:21]([C:18]3[CH:19]=[CH:20][C:15]4[N:16]([C:12]([CH2:11][C:7]5[CH:6]=[C:5]6[C:10](=[CH:9][CH:8]=5)[N:1]=[CH:2][CH:3]=[CH:4]6)=[CH:13][N:14]=4)[N:17]=3)[CH:22]=[N:23]2)[CH2:32][CH2:33][CH2:30][CH2:29]1. (6) Given the reactants [CH3:1][O:2][C:3]1[C:4]([O:27][CH3:28])=[CH:5][C:6]2[N:12]([C:13]([C:15]3[CH:20]=[CH:19][C:18](Br)=[C:17]([CH3:22])[CH:16]=3)=[O:14])[CH2:11][C:10]3=[CH:23][CH:24]=[CH:25][N:9]3[CH2:8][C:7]=2[CH:26]=1.[F:29][C:30]([F:41])([F:40])[C:31]1[CH:36]=[CH:35][CH:34]=[CH:33][C:32]=1B(O)O.P([O-])([O-])([O-])=O.[K+].[K+].[K+].[O:50]1[CH2:55][CH2:54][O:53]CC1, predict the reaction product. The product is: [OH:50][CH:55]([CH2:54][OH:53])[CH2:11][N:12]([CH3:6])[C:13]([C:25]1[N:9]2[C:10]([CH2:11][N:12]([C:13]([C:15]3[CH:20]=[CH:19][C:18]([C:32]4[CH:33]=[CH:34][CH:35]=[CH:36][C:31]=4[C:30]([F:41])([F:40])[F:29])=[C:17]([CH3:22])[CH:16]=3)=[O:14])[C:6]3[CH:5]=[C:4]([O:27][CH3:28])[C:3]([O:2][CH3:1])=[CH:26][C:7]=3[CH2:8]2)=[CH:23][CH:24]=1)=[O:14]. (7) Given the reactants FC(F)(F)C(O)=O.[CH:8]1([CH2:14][O:15][C:16]2[C:24]3[N:23]=[C:22]([CH2:25][O:26][C:27]4[CH:32]=[CH:31][C:30]([Cl:33])=[CH:29][CH:28]=4)[N:21]([CH2:34][CH2:35][CH2:36][CH:37]4[CH2:42][CH2:41][NH:40][CH2:39][CH2:38]4)[C:20]=3[CH:19]=[CH:18][CH:17]=2)[CH2:13][CH2:12][CH2:11][CH2:10][CH2:9]1.C(=O)([O-])[O-].[K+].[K+].[C:49]1([CH2:55][CH2:56][CH2:57]Br)[CH:54]=[CH:53][CH:52]=[CH:51][CH:50]=1, predict the reaction product. The product is: [CH:8]1([CH2:14][O:15][C:16]2[C:24]3[N:23]=[C:22]([CH2:25][O:26][C:27]4[CH:28]=[CH:29][C:30]([Cl:33])=[CH:31][CH:32]=4)[N:21]([CH2:34][CH2:35][CH2:36][CH:37]4[CH2:38][CH2:39][N:40]([CH2:57][CH2:56][CH2:55][C:49]5[CH:54]=[CH:53][CH:52]=[CH:51][CH:50]=5)[CH2:41][CH2:42]4)[C:20]=3[CH:19]=[CH:18][CH:17]=2)[CH2:9][CH2:10][CH2:11][CH2:12][CH2:13]1. (8) The product is: [OH:8][C@H:4]1[CH2:5][O:6][CH2:7][C@H:3]1[NH:2][C:22](=[O:23])[C:21]1[C:25]([O:29][CH3:30])=[CH:26][CH:27]=[CH:28][C:20]=1[O:19][CH3:18]. Given the reactants Cl.[NH2:2][C@H:3]1[CH2:7][O:6][CH2:5][C@H:4]1[OH:8].CCN(C(C)C)C(C)C.[CH3:18][O:19][C:20]1[CH:28]=[CH:27][CH:26]=[C:25]([O:29][CH3:30])[C:21]=1[C:22](Cl)=[O:23], predict the reaction product. (9) Given the reactants [CH3:1][N:2]([CH3:16])[C:3]([NH:5][CH2:6][C:7]1[CH:15]=[CH:14][C:10]([C:11]([OH:13])=O)=[CH:9][CH:8]=1)=[O:4].Cl.[CH2:18]([O:20][CH2:21][C@@H:22]1[CH2:27][CH2:26][CH2:25][N:24]([CH2:28][C@H:29]2[CH2:34][CH2:33][CH2:32][CH2:31][C@@H:30]2[NH2:35])[CH2:23]1)[CH3:19].CN(C(ON1N=NC2C=CC=NC1=2)=[N+](C)C)C.F[P-](F)(F)(F)(F)F.C(N(C(C)C)CC)(C)C, predict the reaction product. The product is: [CH3:16][N:2]([CH3:1])[C:3]([NH:5][CH2:6][C:7]1[CH:8]=[CH:9][C:10]([C:11]([NH:35][C@H:30]2[CH2:31][CH2:32][CH2:33][CH2:34][C@@H:29]2[CH2:28][N:24]2[CH2:25][CH2:26][CH2:27][C@@H:22]([CH2:21][O:20][CH2:18][CH3:19])[CH2:23]2)=[O:13])=[CH:14][CH:15]=1)=[O:4]. (10) Given the reactants [CH3:1][C:2]1[S:3][C:4]([C:10]2[CH:15]=[CH:14][CH:13]=[CH:12][CH:11]=2)=[C:5]([C:7]([OH:9])=O)[N:6]=1.CCN(C(C)C)C(C)C.CN(C(ON1N=NC2C=CC=CC1=2)=[N+](C)C)C.[B-](F)(F)(F)F.[F:47][C:48]1[CH:49]=[C:50]([F:64])[C:51]2[N:52]([CH:54]=[C:55]([CH2:57][C@@H:58]3[CH2:63][CH2:62][CH2:61][CH2:60][NH:59]3)[N:56]=2)[CH:53]=1, predict the reaction product. The product is: [F:47][C:48]1[CH:49]=[C:50]([F:64])[C:51]2[N:52]([CH:54]=[C:55]([CH2:57][C@@H:58]3[CH2:63][CH2:62][CH2:61][CH2:60][N:59]3[C:7]([C:5]3[N:6]=[C:2]([CH3:1])[S:3][C:4]=3[C:10]3[CH:15]=[CH:14][CH:13]=[CH:12][CH:11]=3)=[O:9])[N:56]=2)[CH:53]=1.